Regression. Given two drug SMILES strings and cell line genomic features, predict the synergy score measuring deviation from expected non-interaction effect. From a dataset of NCI-60 drug combinations with 297,098 pairs across 59 cell lines. (1) Cell line: U251. Drug 1: CC1=C(C(CCC1)(C)C)C=CC(=CC=CC(=CC(=O)O)C)C. Drug 2: CC1=C(C(=O)C2=C(C1=O)N3CC4C(C3(C2COC(=O)N)OC)N4)N. Synergy scores: CSS=39.5, Synergy_ZIP=3.60, Synergy_Bliss=2.86, Synergy_Loewe=-20.7, Synergy_HSA=1.60. (2) Drug 1: CN(CCCl)CCCl.Cl. Drug 2: CS(=O)(=O)OCCCCOS(=O)(=O)C. Cell line: SF-268. Synergy scores: CSS=17.4, Synergy_ZIP=-3.24, Synergy_Bliss=4.30, Synergy_Loewe=-1.70, Synergy_HSA=1.16.